This data is from Full USPTO retrosynthesis dataset with 1.9M reactions from patents (1976-2016). The task is: Predict the reactants needed to synthesize the given product. (1) Given the product [CH:29]([C:2]1[CH:3]=[C:4]2[N:10]=[CH:9][N:8]([CH2:11][C:12]3[CH:28]=[CH:27][C:15]4[N:16]=[C:17]([NH:19][C@@H:20]5[CH2:25][CH2:24][CH2:23][CH2:22][C@H:21]5[OH:26])[S:18][C:14]=4[CH:13]=3)[C:5]2=[N:6][CH:7]=1)=[CH2:30], predict the reactants needed to synthesize it. The reactants are: Br[C:2]1[CH:3]=[C:4]2[N:10]=[CH:9][N:8]([CH2:11][C:12]3[CH:28]=[CH:27][C:15]4[N:16]=[C:17]([NH:19][C@@H:20]5[CH2:25][CH2:24][CH2:23][CH2:22][C@H:21]5[OH:26])[S:18][C:14]=4[CH:13]=3)[C:5]2=[N:6][CH:7]=1.[CH:29]([B-](F)(F)F)=[CH2:30].[K+].C(Cl)Cl. (2) Given the product [CH:4]12[CH2:10][CH:7]([CH2:8][CH2:9]1)[CH2:6][CH:5]2[Si:2]([CH:20]1[CH2:21][CH:22]2[CH2:25][CH:19]1[CH2:24][CH2:23]2)([Cl:3])[Cl:1], predict the reactants needed to synthesize it. The reactants are: [Cl:1][SiH2:2][Cl:3].[CH:4]12[CH2:10][CH:7]([CH2:8][CH2:9]1)[CH:6]=[CH:5]2.N1C=CN=C1.C[Si](C)([C:19]12[CH2:25][CH:22]([CH2:23][CH2:24]1)[CH2:21][CH2:20]2)Cl. (3) Given the product [CH:1]1[CH:6]=[CH:5][C:4]([NH:7]/[N:8]=[C:9]2\[CH:10]=[CH:11][C:12]([CH:14]=[C:15]\2[OH:16])=[O:13])=[CH:3][CH:2]=1, predict the reactants needed to synthesize it. The reactants are: [CH:1]1[CH:6]=[CH:5][C:4]([NH:7]/[N:8]=[C:9]2/[CH:10]=[CH:11][C:12]([CH:14]=[C:15]/2[OH:16])=[O:13])=[CH:3][CH:2]=1.C1(N=NC2C=CC(O)=CC=2O)C=CC=CC=1. (4) Given the product [F:1][C:2]1[CH:3]=[C:4]([C@@H:9]2[CH2:13][CH2:12][C@H:11]([CH2:14][CH2:15][CH2:16][CH2:17][C:18]([O:20][CH3:21])=[O:19])[N:10]2[C:22]([O:24][C:25]([CH3:28])([CH3:27])[CH3:26])=[O:23])[CH:5]=[CH:6][C:7]=1[F:8], predict the reactants needed to synthesize it. The reactants are: [F:1][C:2]1[CH:3]=[C:4]([C@@H:9]2[CH2:13][CH2:12][C@H:11]([CH2:14][CH2:15]/[CH:16]=[CH:17]/[C:18]([O:20][CH3:21])=[O:19])[N:10]2[C:22]([O:24][C:25]([CH3:28])([CH3:27])[CH3:26])=[O:23])[CH:5]=[CH:6][C:7]=1[F:8].[H][H]. (5) Given the product [CH3:22][C:11]1[CH:10]=[CH:9][C:8]([C:5]2[N:4]=[C:3]([CH2:2][O:1][CH:46]3[CH2:45][C:44]([F:51])([F:43])[C:47]3([F:49])[F:48])[O:7][N:6]=2)=[CH:13][C:12]=1[NH2:14], predict the reactants needed to synthesize it. The reactants are: [OH:1][CH2:2][C:3]1[O:7][N:6]=[C:5]([C:8]2[CH:9]=[CH:10][C:11]([CH3:22])=[C:12]([NH:14]C(=O)OC(C)(C)C)[CH:13]=2)[N:4]=1.CCN(C(C)C)C(C)C.CS(Cl)(=O)=O.C([O-])([O-])=O.[K+].[K+].[F:43][C:44]1([F:51])[C:47]([F:49])([F:48])[CH2:46][CH:45]1O. (6) Given the product [CH3:1][CH:2]([OH:27])[CH2:4][N:5]([CH3:9])[CH3:6].[CH3:28][C:26]([NH:25][C:45]1[CH:40]=[CH:41][C:42]([C:66]([OH:68])=[O:67])=[CH:43][CH:44]=1)=[O:27], predict the reactants needed to synthesize it. The reactants are: [CH3:1][CH:2]([CH2:4][N:5]1[C:9]2C3C=CC=CC=3N=C(N)C=2N=[CH:6]1)C.C[C@@H](O)CCCC[N:25]1C(=O)N(C)C2N=CN(C)[C:28]=2[C:26]1=[O:27].C[C:40]1[C:45](OC)=[C:44](C/C=C(/CCC(OCCN2CCOCC2)=O)\C)[C:43](O)=[C:42]2[C:66]([O:68]C[C:41]=12)=[O:67]. (7) Given the product [CH:17]1([CH2:4][C:5]([C:7]2[C:16]3[C:11](=[CH:12][CH:13]=[CH:14][CH:15]=3)[CH:10]=[CH:9][CH:8]=2)=[O:6])[CH2:19][CH2:18]1, predict the reactants needed to synthesize it. The reactants are: COC(=O)[CH:4]([CH:17]1[CH2:19][CH2:18]1)[C:5]([C:7]1[C:16]2[C:11](=[CH:12][CH:13]=[CH:14][CH:15]=2)[CH:10]=[CH:9][CH:8]=1)=[O:6].[Na+].[Cl-].